This data is from Forward reaction prediction with 1.9M reactions from USPTO patents (1976-2016). The task is: Predict the product of the given reaction. Given the reactants Cl[C:2]1[N:7]=[C:6]([C:8]2[S:12][C:11]([N:13]3[CH2:18][CH2:17][O:16][CH2:15][CH2:14]3)=[N:10][C:9]=2[C:19]2[C:20]([F:37])=[C:21]([NH:25][S:26]([C:29]3[C:34]([F:35])=[CH:33][CH:32]=[CH:31][C:30]=3[F:36])(=[O:28])=[O:27])[CH:22]=[CH:23][CH:24]=2)[CH:5]=[CH:4][N:3]=1.[NH2:38][CH2:39][CH2:40][S:41]([CH3:44])(=[O:43])=[O:42], predict the reaction product. The product is: [F:36][C:30]1[CH:31]=[CH:32][CH:33]=[C:34]([F:35])[C:29]=1[S:26]([NH:25][C:21]1[CH:22]=[CH:23][CH:24]=[C:19]([C:9]2[N:10]=[C:11]([N:13]3[CH2:18][CH2:17][O:16][CH2:15][CH2:14]3)[S:12][C:8]=2[C:6]2[CH:5]=[CH:4][N:3]=[C:2]([NH:38][CH2:39][CH2:40][S:41]([CH3:44])(=[O:43])=[O:42])[N:7]=2)[C:20]=1[F:37])(=[O:28])=[O:27].